Dataset: Merck oncology drug combination screen with 23,052 pairs across 39 cell lines. Task: Regression. Given two drug SMILES strings and cell line genomic features, predict the synergy score measuring deviation from expected non-interaction effect. (1) Drug 1: Nc1ccn(C2OC(CO)C(O)C2(F)F)c(=O)n1. Drug 2: Cn1nnc2c(C(N)=O)ncn2c1=O. Cell line: OV90. Synergy scores: synergy=6.69. (2) Synergy scores: synergy=18.8. Drug 2: COC1CC2CCC(C)C(O)(O2)C(=O)C(=O)N2CCCCC2C(=O)OC(C(C)CC2CCC(OP(C)(C)=O)C(OC)C2)CC(=O)C(C)C=C(C)C(O)C(OC)C(=O)C(C)CC(C)C=CC=CC=C1C. Cell line: LOVO. Drug 1: O=C(O)C1(Cc2cccc(Nc3nccs3)n2)CCC(Oc2cccc(Cl)c2F)CC1. (3) Drug 1: Cn1c(=O)n(-c2ccc(C(C)(C)C#N)cc2)c2c3cc(-c4cnc5ccccc5c4)ccc3ncc21. Drug 2: CCc1cnn2c(NCc3ccc[n+]([O-])c3)cc(N3CCCCC3CCO)nc12. Cell line: NCIH23. Synergy scores: synergy=15.9. (4) Drug 1: O=C(NOCC(O)CO)c1ccc(F)c(F)c1Nc1ccc(I)cc1F. Drug 2: CC1(c2nc3c(C(N)=O)cccc3[nH]2)CCCN1. Cell line: HCT116. Synergy scores: synergy=-1.69.